This data is from Forward reaction prediction with 1.9M reactions from USPTO patents (1976-2016). The task is: Predict the product of the given reaction. (1) Given the reactants CC[N:3]([CH2:6][CH3:7])[CH2:4]C.C1(P(N=[N+]=[N-])(C2C=CC=CC=2)=[O:15])C=CC=CC=1.[CH3:25][O:26][C:27](=[O:40])[C:28]1[CH:36]=[C:35]([O:37][CH2:38][CH3:39])C=C(C(O)=O)[CH:29]=1.[CH2:41]([OH:48])[C:42]1[CH:47]=[CH:46][CH:45]=[CH:44][CH:43]=1, predict the reaction product. The product is: [CH3:25][O:26][C:27](=[O:40])[C:28]1[CH:36]=[C:35]([O:37][CH2:38][CH3:39])[CH:7]=[C:6]([NH:3][C:4]([O:48][CH2:41][C:42]2[CH:47]=[CH:46][CH:45]=[CH:44][CH:43]=2)=[O:15])[CH:29]=1. (2) The product is: [OH:25][CH2:26][C@@H:28]([NH:29][C:3]([C:5]1[CH:9]=[C:8]([O:10][CH2:11][C:12]2[C:13]([C:18]3[CH:23]=[CH:22][CH:21]=[CH:20][N:19]=3)=[N:14][O:15][C:16]=2[CH3:17])[NH:7][N:6]=1)=[O:4])[CH3:32]. Given the reactants CO[C:3]([C:5]1[NH:6][N:7]=[C:8]([O:10][CH2:11][C:12]2[C:13]([C:18]3[CH:23]=[CH:22][CH:21]=[CH:20][N:19]=3)=[N:14][O:15][C:16]=2[CH3:17])[CH:9]=1)=[O:4].C[O:25][C:26]([C:28]1[NH:29]N=C(OCC2C(C3C=CC=CC=3)=NOC=2C)[CH:32]=1)=O.N[C@H](CO)C, predict the reaction product. (3) Given the reactants [F:1][C:2]1[CH:3]=[C:4]([C:9]2([CH3:22])[N:13]([CH2:14][C:15]([OH:17])=O)[C:12](=[O:18])[N:11]([CH2:19][CH3:20])[C:10]2=[O:21])[CH:5]=[C:6]([F:8])[CH:7]=1.[NH2:23][C:24]1[CH:25]=[C:26]2[C:39](=[CH:40][CH:41]=1)[CH2:38][C@:28]1([C:36]3[C:31](=[N:32][CH:33]=[CH:34][CH:35]=3)[NH:30][C:29]1=[O:37])[CH2:27]2.C1C=CC2N(O)N=NC=2C=1.C(Cl)CCl.C(N(CC)C(C)C)(C)C, predict the reaction product. The product is: [F:8][C:6]1[CH:5]=[C:4]([C:9]2([CH3:22])[N:13]([CH2:14][C:15]([NH:23][C:24]3[CH:25]=[C:26]4[C:39](=[CH:40][CH:41]=3)[CH2:38][C@:28]3([C:36]5[C:31](=[N:32][CH:33]=[CH:34][CH:35]=5)[NH:30][C:29]3=[O:37])[CH2:27]4)=[O:17])[C:12](=[O:18])[N:11]([CH2:19][CH3:20])[C:10]2=[O:21])[CH:3]=[C:2]([F:1])[CH:7]=1. (4) Given the reactants [C:1]([C:3]1[CH:4]=[CH:5][N:6]2[CH2:11][CH2:10][N:9]([C:12]([O:14][C:15]([CH3:18])([CH3:17])[CH3:16])=[O:13])[CH2:8][C:7]=12)#[N:2].[OH-].[Na+].OO.S([O-])([O-])(=[O:25])=S.[Na+].[Na+], predict the reaction product. The product is: [C:1]([C:3]1[CH:4]=[CH:5][N:6]2[CH2:11][CH2:10][N:9]([C:12]([O:14][C:15]([CH3:18])([CH3:17])[CH3:16])=[O:13])[CH2:8][C:7]=12)(=[O:25])[NH2:2].